Dataset: Peptide-MHC class I binding affinity with 185,985 pairs from IEDB/IMGT. Task: Regression. Given a peptide amino acid sequence and an MHC pseudo amino acid sequence, predict their binding affinity value. This is MHC class I binding data. (1) The peptide sequence is NLLLWPLYV. The MHC is HLA-A02:01 with pseudo-sequence HLA-A02:01. The binding affinity (normalized) is 1.00. (2) The peptide sequence is NPSFKRQII. The MHC is HLA-B08:01 with pseudo-sequence HLA-B08:01. The binding affinity (normalized) is 0.725. (3) The peptide sequence is ACNLWVTVY. The MHC is Mamu-A11 with pseudo-sequence Mamu-A11. The binding affinity (normalized) is 0.0388. (4) The peptide sequence is RSNAAIGAVF. The MHC is HLA-A30:02 with pseudo-sequence HLA-A30:02. The binding affinity (normalized) is 0.530. (5) The peptide sequence is KSCICYGSY. The MHC is HLA-A68:01 with pseudo-sequence HLA-A68:01. The binding affinity (normalized) is 0.0480. (6) The peptide sequence is NSSKVSQNY. The MHC is HLA-B15:01 with pseudo-sequence HLA-B15:01. The binding affinity (normalized) is 0.354. (7) The peptide sequence is VNFDYSRT. The MHC is H-2-Kb with pseudo-sequence H-2-Kb. The binding affinity (normalized) is 0.796.